This data is from Full USPTO retrosynthesis dataset with 1.9M reactions from patents (1976-2016). The task is: Predict the reactants needed to synthesize the given product. (1) Given the product [CH2:17]([N:5]1[C:6](=[O:16])[C:7]2[C:12](=[CH:11][CH:10]=[C:9]([N+:13]([O-:15])=[O:14])[CH:8]=2)[N:3]([CH2:1][C:2]#[CH:25])[C:4]1=[O:21])[CH3:18], predict the reactants needed to synthesize it. The reactants are: [CH2:1]([N:3]1[C:12]2[C:7](=[CH:8][C:9]([N+:13]([O-:15])=[O:14])=[CH:10][CH:11]=2)[C:6](=[O:16])[N:5]([CH2:17][CH2:18]C#N)[C:4]1=[O:21])[CH3:2].[H-].[Na+].Br[CH2:25]C#C. (2) Given the product [CH3:1][O:2][C:3]1[CH:4]=[C:5]([NH:11][C:12]2[C:13]3[N:29]=[CH:28][S:27][C:14]=3[N:15]=[C:16]([C:18]3[CH:19]=[C:20]([CH:24]=[CH:25][CH:26]=3)[C:21]([NH:30][C:31]3[CH:32]=[CH:33][C:34]([C:35](=[O:36])[NH:37][CH3:38])=[CH:39][CH:40]=3)=[O:22])[N:17]=2)[CH:6]=[CH:7][C:8]=1[O:9][CH3:10], predict the reactants needed to synthesize it. The reactants are: [CH3:1][O:2][C:3]1[CH:4]=[C:5]([NH:11][C:12]2[C:13]3[N:29]=[CH:28][S:27][C:14]=3[N:15]=[C:16]([C:18]3[CH:19]=[C:20]([CH:24]=[CH:25][CH:26]=3)[C:21](O)=[O:22])[N:17]=2)[CH:6]=[CH:7][C:8]=1[O:9][CH3:10].[NH2:30][C:31]1[CH:40]=[CH:39][C:34]([C:35]([NH:37][CH3:38])=[O:36])=[CH:33][CH:32]=1.CN(C(ON1N=NC2C=CC=NC1=2)=[N+](C)C)C.F[P-](F)(F)(F)(F)F.CCN(C(C)C)C(C)C. (3) Given the product [ClH:33].[ClH:34].[C:1]12([CH2:11][NH:12][C:13](=[O:14])[C:15]3[CH:20]=[CH:19][N:18]=[C:17]([NH:21][CH2:22][CH2:23][CH2:24][NH2:25])[C:16]=3[Cl:33])[CH2:8][CH:7]3[CH2:9][CH:3]([CH2:4][CH:5]([CH2:6]3)[CH2:10]1)[CH2:2]2, predict the reactants needed to synthesize it. The reactants are: [C:1]12([CH2:11][NH:12][C:13]([C:15]3[CH:20]=[CH:19][N:18]=[C:17]([NH:21][CH2:22][CH2:23][CH2:24][NH:25]C(=O)OC(C)(C)C)[C:16]=3[Cl:33])=[O:14])[CH2:10][CH:5]3[CH2:6][CH:7]([CH2:9][CH:3]([CH2:4]3)[CH2:2]1)[CH2:8]2.[ClH:34]. (4) Given the product [C:1]1([CH:7]2[CH2:9][CH:8]2[NH:10][C:11]([C:13]2[CH:14]=[CH:15][C:16]([O:17][C:18]3[CH:27]=[C:26]4[C:21]([CH:22]([C:28]([OH:30])=[O:29])[CH2:23][CH2:24][O:25]4)=[CH:20][C:19]=3[C:32]#[N:33])=[CH:34][CH:35]=2)=[O:12])[CH:6]=[CH:5][CH:4]=[CH:3][CH:2]=1, predict the reactants needed to synthesize it. The reactants are: [C:1]1([CH:7]2[CH2:9][CH:8]2[NH:10][C:11]([C:13]2[CH:35]=[CH:34][C:16]([O:17][C:18]3[CH:27]=[C:26]4[C:21]([CH:22]([C:28]([O:30]C)=[O:29])[CH2:23][CH2:24][O:25]4)=[CH:20][C:19]=3[C:32]#[N:33])=[CH:15][CH:14]=2)=[O:12])[CH:6]=[CH:5][CH:4]=[CH:3][CH:2]=1.O. (5) Given the product [Cl:1][C:2]1[CH:7]=[C:6]2[N:8]([C:46]([O:47][CH2:48][CH2:49][CH3:50])=[O:51])[C:9](=[O:45])[C:10]3([CH:15]([C:16]4[CH:21]=[C:20]([Cl:22])[CH:19]=[CH:18][C:17]=4[O:23][C:24]([CH2:34][CH3:35])([C:27]([NH:29][S:30]([CH3:33])(=[O:32])=[O:31])=[O:28])[CH2:25][CH3:26])[CH2:14][C:13](=[O:36])[NH:12][CH:11]3[C:37]3[CH:42]=[C:41]([F:43])[CH:40]=[CH:39][C:38]=3[CH3:44])[C:5]2=[CH:4][CH:3]=1, predict the reactants needed to synthesize it. The reactants are: [Cl:1][C:2]1[CH:7]=[C:6]2[NH:8][C:9](=[O:45])[C:10]3([CH:15]([C:16]4[CH:21]=[C:20]([Cl:22])[CH:19]=[CH:18][C:17]=4[O:23][C:24]([CH2:34][CH3:35])([C:27]([NH:29][S:30]([CH3:33])(=[O:32])=[O:31])=[O:28])[CH2:25][CH3:26])[CH2:14][C:13](=[O:36])[NH:12][CH:11]3[C:37]3[CH:42]=[C:41]([F:43])[CH:40]=[CH:39][C:38]=3[CH3:44])[C:5]2=[CH:4][CH:3]=1.[C:46](Cl)(=[O:51])[O:47][CH2:48][CH2:49][CH3:50]. (6) Given the product [CH3:2][S:3]([C:6]1[CH:12]=[CH:11][C:9]([NH:10][C:17]([C:19]2[CH:20]=[N:21][CH:22]=[CH:23][CH:24]=2)=[NH:18])=[CH:8][CH:7]=1)(=[O:4])=[O:5], predict the reactants needed to synthesize it. The reactants are: Cl.[CH3:2][S:3]([C:6]1[CH:12]=[CH:11][C:9]([NH2:10])=[CH:8][CH:7]=1)(=[O:5])=[O:4].C[Al](C)C.[C:17]([C:19]1[CH:20]=[N:21][CH:22]=[CH:23][CH:24]=1)#[N:18].O. (7) The reactants are: [OH:1][C:2]1[CH:3]=[C:4]([CH2:12][C:13]([OH:15])=[O:14])[CH:5]=[C:6]([C:8]([F:11])([F:10])[F:9])[CH:7]=1.[Cl:16][C:17]1[CH:22]=[C:21]([S:23]([CH2:26][C:27]2[CH:32]=[CH:31][CH:30]=[CH:29][C:28]=2[F:33])(=[O:25])=[O:24])[CH:20]=[CH:19][C:18]=1F. Given the product [Cl:16][C:17]1[CH:22]=[C:21]([S:23]([CH2:26][C:27]2[CH:32]=[CH:31][CH:30]=[CH:29][C:28]=2[F:33])(=[O:24])=[O:25])[CH:20]=[CH:19][C:18]=1[O:1][C:2]1[CH:3]=[C:4]([CH2:12][C:13]([OH:15])=[O:14])[CH:5]=[C:6]([C:8]([F:9])([F:10])[F:11])[CH:7]=1, predict the reactants needed to synthesize it.